Dataset: Forward reaction prediction with 1.9M reactions from USPTO patents (1976-2016). Task: Predict the product of the given reaction. (1) Given the reactants [C:1]([O:5][C:6]([CH3:9])([CH3:8])[CH3:7])(=[O:4])[NH:2][NH2:3].[C:10]1(=O)[O:15][C:13](=[O:14])[C:12]2=[CH:16][CH:17]=[CH:18][CH:19]=[C:11]12, predict the reaction product. The product is: [C:6]([O:5][C:1](=[O:4])[NH:2][N:3]1[C:13](=[O:14])[C:12]2[C:11](=[CH:19][CH:18]=[CH:17][CH:16]=2)[C:10]1=[O:15])([CH3:9])([CH3:8])[CH3:7]. (2) Given the reactants Cl.[CH3:2][N:3]1[CH2:8][CH2:7][CH:6]([C:9]2[CH:14]=[CH:13][C:12]([C:15](=[O:17])[CH3:16])=[CH:11][CH:10]=2)[CH2:5][CH2:4]1.[C:18]([O:22][C:23](=[O:34])[CH:24]=[CH:25][C:26]1[CH:31]=[CH:30][C:29]([CH:32]=O)=[CH:28][CH:27]=1)([CH3:21])([CH3:20])[CH3:19].[OH-].[K+], predict the reaction product. The product is: [C:18]([O:22][C:23](=[O:34])/[CH:24]=[CH:25]/[C:26]1[CH:27]=[CH:28][C:29](/[CH:32]=[CH:16]/[C:15]([C:12]2[CH:11]=[CH:10][C:9]([CH:6]3[CH2:7][CH2:8][N:3]([CH3:2])[CH2:4][CH2:5]3)=[CH:14][CH:13]=2)=[O:17])=[CH:30][CH:31]=1)([CH3:21])([CH3:20])[CH3:19].